Dataset: Reaction yield outcomes from USPTO patents with 853,638 reactions. Task: Predict the reaction yield, written as a fraction of the theoretical maximum amount of product (1.0 means a 100% yield; for example, 0.34 means a 34% yield). The reactants are Br[C:2]1[C:3]2[C:7]([CH:8]=[CH:9][CH:10]=1)=[N:6][N:5]1[C:11]([CH:16]3[CH2:21][CH2:20][N:19]([C:22]([O:24][C:25]([CH3:28])([CH3:27])[CH3:26])=[O:23])[CH2:18][CH2:17]3)=[CH:12][C:13](=[O:15])[NH:14][C:4]=21.[C:29]([O:33][C:34]([N:36]1[CH:40]=[CH:39][CH:38]=[C:37]1B(O)O)=[O:35])([CH3:32])([CH3:31])[CH3:30].C(=O)([O-])[O-].[Na+].[Na+]. The catalyst is CN(C)C=O.C1(P(C2C=CC=CC=2)[C-]2C=CC=C2)C=CC=CC=1.[C-]1(P(C2C=CC=CC=2)C2C=CC=CC=2)C=CC=C1.[Fe+2].[Pd](Cl)Cl. The product is [C:29]([O:33][C:34]([N:36]1[CH:40]=[CH:39][CH:38]=[C:37]1[C:2]1[C:3]2[C:7]([CH:8]=[CH:9][CH:10]=1)=[N:6][N:5]1[C:11]([CH:16]3[CH2:21][CH2:20][N:19]([C:22]([O:24][C:25]([CH3:26])([CH3:27])[CH3:28])=[O:23])[CH2:18][CH2:17]3)=[CH:12][C:13](=[O:15])[NH:14][C:4]=21)=[O:35])([CH3:32])([CH3:30])[CH3:31]. The yield is 0.610.